From a dataset of Forward reaction prediction with 1.9M reactions from USPTO patents (1976-2016). Predict the product of the given reaction. (1) The product is: [C:4]([CH2:6][C:7]1[N:8]([C:25]2[CH:26]=[CH:27][C:28]([O:31][CH:32]([CH3:33])[CH3:34])=[CH:29][CH:30]=2)[C:9]2[C:14]([C:35]=1[C:36]([OH:38])=[O:37])=[CH:13][C:12]([O:15][C:16]1[C:21]([C:22]([OH:24])=[O:41])=[CH:20][CH:19]=[CH:18][N:17]=1)=[CH:11][CH:10]=2)([OH:3])=[O:5]. Given the reactants C([O:3][C:4]([C:6]1[C:14]2[C:9](=[CH:10][CH:11]=[C:12]([O:15][C:16]3[C:21]([C:22](=[O:24])N)=[CH:20][CH:19]=[CH:18][N:17]=3)[CH:13]=2)[N:8]([C:25]2[CH:30]=[CH:29][C:28]([O:31][CH:32]([CH3:34])[CH3:33])=[CH:27][CH:26]=2)[C:7]=1[CH2:35][C:36]([O:38]CC)=[O:37])=[O:5])C.[OH-:41].[Na+], predict the reaction product. (2) Given the reactants [CH3:1][O:2][C:3]([C:5]1[C:10]([Cl:11])=[C:9](N)[N:8]=[C:7]([C:13]2[CH:18]=[CH:17][C:16]([Cl:19])=[C:15]([O:20][CH3:21])[C:14]=2[F:22])[N:6]=1)=[O:4].C(#N)C.N([O-])=[O:27].[Na+], predict the reaction product. The product is: [CH3:1][O:2][C:3]([C:5]1[C:10]([Cl:11])=[C:9]([OH:27])[N:8]=[C:7]([C:13]2[CH:18]=[CH:17][C:16]([Cl:19])=[C:15]([O:20][CH3:21])[C:14]=2[F:22])[N:6]=1)=[O:4].